Task: Predict which catalyst facilitates the given reaction.. Dataset: Catalyst prediction with 721,799 reactions and 888 catalyst types from USPTO (1) Reactant: [CH3:1][O:2][C:3]1[CH:4]=[C:5]2[CH2:14][CH:13]([CH2:15][CH:16]3[CH2:21][CH2:20][N:19]([CH2:22][C:23]4[CH:24]=[CH:25][CH:26]=[CH:27][CH:28]=4)[CH2:18][CH2:17]3)[C:11](=[O:12])[C:6]2=[CH:7][C:8]=1[O:9][CH3:10].[CH3:29][S:30]([OH:33])(=[O:32])=[O:31].C. Product: [CH3:1][O:2][C:3]1[CH:4]=[C:5]2[CH2:14][CH:13]([CH2:15][CH:16]3[CH2:17][CH2:18][N:19]([CH2:22][C:23]4[CH:28]=[CH:27][CH:26]=[CH:25][CH:24]=4)[CH2:20][CH2:21]3)[C:11](=[O:12])[C:6]2=[CH:7][C:8]=1[O:9][CH3:10].[CH3:14][C:5]1[CH:4]=[CH:3][C:29]([S:30]([OH:33])(=[O:32])=[O:31])=[CH:7][CH:6]=1. The catalyst class is: 41. (2) Product: [C:1]([O:5][C:6]([CH:8]1[CH2:13][CH2:12][C:11]([C:14]2([CH2:29][C:28]3[CH:31]=[CH:32][CH:33]=[C:26]([Cl:25])[CH:27]=3)[C:22]3[C:17](=[CH:18][C:19]([Cl:23])=[CH:20][CH:21]=3)[NH:16][C:15]2=[O:24])=[CH:10][NH:9]1)=[O:7])([CH3:4])([CH3:2])[CH3:3]. The catalyst class is: 372. Reactant: [C:1]([O:5][C:6]([CH:8]1[CH2:13][CH2:12][C:11]([CH:14]2[C:22]3[C:17](=[CH:18][C:19]([Cl:23])=[CH:20][CH:21]=3)[NH:16][C:15]2=[O:24])=[CH:10][NH:9]1)=[O:7])([CH3:4])([CH3:3])[CH3:2].[Cl:25][C:26]1[CH:27]=[C:28]([CH:31]=[CH:32][CH:33]=1)[CH2:29]Br.[I-].[K+].C(=O)([O-])[O-].[K+].[K+].